This data is from Full USPTO retrosynthesis dataset with 1.9M reactions from patents (1976-2016). The task is: Predict the reactants needed to synthesize the given product. (1) Given the product [F:19][CH:17]([F:18])[CH2:16][N:7]1[C:8]2[C:13](=[N:12][CH:11]=[CH:10][N:9]=2)[C:14](=[O:15])[CH2:5][S:6]1(=[O:20])=[O:21], predict the reactants needed to synthesize it. The reactants are: COC([C:5]1[S:6](=[O:21])(=[O:20])[N:7]([CH2:16][CH:17]([F:19])[F:18])[C:8]2[C:13]([C:14]=1[OH:15])=[N:12][CH:11]=[CH:10][N:9]=2)=O.Cl. (2) Given the product [Cl:29][C:26]1[CH:27]=[CH:28][C:23]([CH:10]2[C:5]3[N:6]([CH:7]([CH3:9])[CH3:8])[C:2]([C:35]4[C:36]([O:38][CH3:39])=[N:48][C:32]([O:31][CH3:30])=[N:33][CH:34]=4)=[CH:3][C:4]=3[C:12](=[O:13])[N:11]2[CH:14]2[CH2:15][N:16]([CH3:22])[C:17](=[O:21])[N:18]([CH3:20])[CH2:19]2)=[CH:24][CH:25]=1, predict the reactants needed to synthesize it. The reactants are: Br[C:2]1[N:6]([CH:7]([CH3:9])[CH3:8])[C:5]2[CH:10]([C:23]3[CH:28]=[CH:27][C:26]([Cl:29])=[CH:25][CH:24]=3)[N:11]([CH:14]3[CH2:19][N:18]([CH3:20])[C:17](=[O:21])[N:16]([CH3:22])[CH2:15]3)[C:12](=[O:13])[C:4]=2[CH:3]=1.[CH3:30][O:31][C:32]1C=[C:36]([O:38][CH3:39])[C:35](B(O)O)=[CH:34][N:33]=1.BrC1[N:48](C(C)C)C2C(C3C=CC(Cl)=CC=3)N(C3C=C(Cl)C=CC=3C)C(=O)C=2C=1.C(C1C=CC(OC)=C(B(O)O)C=1)#N. (3) Given the product [F:1][C:2]1[CH:3]=[C:4]([C:9]2[NH:10][CH:11]=[C:12]([C:20]3[CH2:21][CH2:22][N:23]4[C@H:27]([CH:28]=3)[CH2:26][C@@H:25]([C:29]3[CH:34]=[CH:33][CH:32]=[C:31]([OH:35])[CH:30]=3)[CH2:24]4)[C:13]=2[C:14]2[CH:19]=[CH:18][N:17]=[CH:16][CH:15]=2)[CH:5]=[CH:6][C:7]=1[F:8], predict the reactants needed to synthesize it. The reactants are: [F:1][C:2]1[CH:3]=[C:4]([C:9]2[NH:10][CH:11]=[C:12]([C:20]3[CH2:21][CH2:22][N:23]4[C@H:27]([CH:28]=3)[CH2:26][C@@H:25]([C:29]3[CH:34]=[CH:33][CH:32]=[C:31]([O:35]C)[CH:30]=3)[CH2:24]4)[C:13]=2[C:14]2[CH:19]=[CH:18][N:17]=[CH:16][CH:15]=2)[CH:5]=[CH:6][C:7]=1[F:8].FC1C=CC(C2NC=C(C3CCN4[C@H](C=3)C[C@@H](C3C=CC(OC)=CC=3)C4)C=2C2C=CN=CC=2)=CC=1. (4) Given the product [NH2:10][C:4]1[CH:5]=[C:6]([F:9])[CH:7]=[CH:8][C:3]=1[CH2:2][NH:1][CH:13]1[CH2:12][C:11](=[O:17])[NH:15][C:14]1=[O:16], predict the reactants needed to synthesize it. The reactants are: [NH2:1][CH2:2][C:3]1[CH:8]=[CH:7][C:6]([F:9])=[CH:5][C:4]=1[NH2:10].[C:11]1(=[O:17])[NH:15][C:14](=[O:16])[CH:13]=[CH:12]1. (5) Given the product [Cl:1][C:2]1[CH:19]=[C:18]([NH:20][C:21]2[CH:26]=[CH:25][C:24]([F:27])=[CH:23][C:22]=2[F:28])[CH:17]=[CH:16][C:3]=1[C:4]([C:6]1[CH:7]=[C:8]([CH:12]=[CH:13][C:14]=1[CH3:15])[C:9]([NH:37][O:36][CH2:35][C:33]1[N:34]=[C:30]([CH3:29])[S:31][CH:32]=1)=[O:10])=[O:5], predict the reactants needed to synthesize it. The reactants are: [Cl:1][C:2]1[CH:19]=[C:18]([NH:20][C:21]2[CH:26]=[CH:25][C:24]([F:27])=[CH:23][C:22]=2[F:28])[CH:17]=[CH:16][C:3]=1[C:4]([C:6]1[CH:7]=[C:8]([CH:12]=[CH:13][C:14]=1[CH3:15])[C:9](O)=[O:10])=[O:5].[CH3:29][C:30]1[S:31][CH:32]=[C:33]([CH2:35][O:36][NH2:37])[N:34]=1. (6) Given the product [C:1]([C:3]1[CH:4]=[C:5]([C:13]2[S:14][C:15]([C:18]3[C:19]([CH2:34][CH3:35])=[C:20]([CH2:24][CH2:25][N:26]4[CH2:27][CH:28]([C:30]([OH:32])=[O:31])[CH2:29]4)[CH:21]=[CH:22][CH:23]=3)=[CH:16][N:17]=2)[CH:6]=[CH:7][C:8]=1[O:9][CH:10]([CH3:11])[CH3:12])#[N:2], predict the reactants needed to synthesize it. The reactants are: [C:1]([C:3]1[CH:4]=[C:5]([C:13]2[S:14][C:15]([C:18]3[C:19]([CH2:34][CH3:35])=[C:20]([CH2:24][CH2:25][N:26]4[CH2:29][CH:28]([C:30]([O:32]C)=[O:31])[CH2:27]4)[CH:21]=[CH:22][CH:23]=3)=[CH:16][N:17]=2)[CH:6]=[CH:7][C:8]=1[O:9][CH:10]([CH3:12])[CH3:11])#[N:2].[OH-].[Na+]. (7) Given the product [Cl:1][C:2]1[CH:3]=[C:4]([CH:26]=[C:27]([F:29])[CH:28]=1)[CH2:5][C:6]1[S:7][C:8]2[CH:14]=[CH:13][CH:12]=[C:11]([C:15]3[CH:16]=[C:17]([CH:23]=[CH:24][CH:25]=3)[C:18]([OH:20])=[O:19])[C:9]=2[CH:10]=1.[NH2:62][C:60](=[O:61])[CH2:59][NH:58][C:47](=[O:48])[C:46]1[CH:50]=[CH:51][CH:52]=[C:44]([C:40]2[C:38]3[CH:39]=[C:35]([CH2:34][C:33]4[CH:53]=[C:54]([F:56])[CH:55]=[C:31]([Cl:30])[CH:32]=4)[S:36][C:37]=3[CH:43]=[CH:42][CH:41]=2)[CH:45]=1, predict the reactants needed to synthesize it. The reactants are: [Cl:1][C:2]1[CH:3]=[C:4]([CH:26]=[C:27]([F:29])[CH:28]=1)[CH2:5][C:6]1[S:7][C:8]2[CH:14]=[CH:13][CH:12]=[C:11]([C:15]3[CH:16]=[C:17]([CH:23]=[CH:24][CH:25]=3)[C:18]([O:20]CC)=[O:19])[C:9]=2[CH:10]=1.[Cl:30][C:31]1[CH:32]=[C:33]([CH:53]=[C:54]([F:56])[CH:55]=1)[CH2:34][C:35]1[S:36][C:37]2[CH:43]=[CH:42][CH:41]=[C:40]([C:44]3[CH:45]=[C:46]([CH:50]=[CH:51][CH:52]=3)[C:47](O)=[O:48])[C:38]=2[CH:39]=1.Cl.[NH2:58][CH2:59][C:60]([NH2:62])=[O:61].